Dataset: Forward reaction prediction with 1.9M reactions from USPTO patents (1976-2016). Task: Predict the product of the given reaction. (1) Given the reactants [C:1]([O:5][C:6](=[O:23])[C:7]([NH:10][C:11]([C:13]1[CH:21]=[CH:20][C:16]2[S:17][CH:18]=[CH:19][C:15]=2[C:14]=1[OH:22])=[O:12])([CH3:9])[CH3:8])([CH3:4])([CH3:3])[CH3:2].C(=O)([O-])[O-].[Cs+].[Cs+].Br[CH2:31][C:32]1[CH:37]=[CH:36][C:35]([C:38]([F:41])([F:40])[F:39])=[CH:34][CH:33]=1.[I-].[K+], predict the reaction product. The product is: [C:1]([O:5][C:6](=[O:23])[C:7]([CH3:9])([NH:10][C:11]([C:13]1[CH:21]=[CH:20][C:16]2[S:17][CH:18]=[CH:19][C:15]=2[C:14]=1[O:22][CH2:31][C:32]1[CH:33]=[CH:34][C:35]([C:38]([F:39])([F:40])[F:41])=[CH:36][CH:37]=1)=[O:12])[CH3:8])([CH3:2])([CH3:3])[CH3:4]. (2) Given the reactants CC1(C)[O:7][CH2:6][C:5]([NH:26]C(=O)OC(C)(C)C)([C:8]2[CH:17]=[CH:16][C:15]3[C:10](=[CH:11][CH:12]=[C:13](OS(C(F)(F)F)(=O)=O)[CH:14]=3)[CH:9]=2)[CH2:4][O:3]1.[CH2:35]([O:42][C:43]1[CH:44]=[C:45]([SH:49])[CH:46]=[CH:47][CH:48]=1)[C:36]1[CH:41]=[CH:40][CH:39]=[CH:38][CH:37]=1, predict the reaction product. The product is: [NH2:26][C:5]([C:8]1[CH:17]=[CH:16][C:15]2[C:10](=[CH:11][CH:12]=[C:13]([S:49][C:45]3[CH:46]=[CH:47][CH:48]=[C:43]([O:42][CH2:35][C:36]4[CH:41]=[CH:40][CH:39]=[CH:38][CH:37]=4)[CH:44]=3)[CH:14]=2)[CH:9]=1)([CH2:4][OH:3])[CH2:6][OH:7]. (3) Given the reactants Br[C:2]1[CH:7]=[CH:6][CH:5]=[C:4]([Br:8])[C:3]=1[CH3:9].[CH2:10]([N:17]1[CH2:21][CH2:20][NH:19][C:18]1=[O:22])[C:11]1[CH:16]=[CH:15][CH:14]=[CH:13][CH:12]=1.N[C@@H]1CCCC[C@H]1N.P([O-])([O-])([O-])=O.[K+].[K+].[K+], predict the reaction product. The product is: [CH2:10]([N:17]1[CH2:21][CH2:20][N:19]([C:2]2[CH:7]=[CH:6][CH:5]=[C:4]([Br:8])[C:3]=2[CH3:9])[C:18]1=[O:22])[C:11]1[CH:12]=[CH:13][CH:14]=[CH:15][CH:16]=1. (4) Given the reactants [N+:1]([C:4]1[CH:5]=[N:6][C:7]([NH2:10])=[N:8][CH:9]=1)([O-:3])=[O:2].Br[C:12]1[CH:13]=[CH:14][C:15]([C:18]([N:20]2[CH2:25][CH2:24][N:23]([CH2:26][CH2:27][OH:28])[CH2:22][CH2:21]2)=[O:19])=[N:16][CH:17]=1.CC1(C)C2C(=C(P(C3C=CC=CC=3)C3C=CC=CC=3)C=CC=2)OC2C(P(C3C=CC=CC=3)C3C=CC=CC=3)=CC=CC1=2, predict the reaction product. The product is: [OH:28][CH2:27][CH2:26][N:23]1[CH2:22][CH2:21][N:20]([C:18]([C:15]2[CH:14]=[CH:13][C:12]([NH:10][C:7]3[N:8]=[CH:9][C:4]([N+:1]([O-:3])=[O:2])=[CH:5][N:6]=3)=[CH:17][N:16]=2)=[O:19])[CH2:25][CH2:24]1. (5) Given the reactants [Cl:1][C:2]1[CH:11]=[C:10]2[C:5]([C:6]([NH:12][CH2:13][CH:14](OC)[O:15]C)=[CH:7][CH:8]=[N:9]2)=[CH:4][CH:3]=1.FC(F)(F)C(O)=O, predict the reaction product. The product is: [Cl:1][C:2]1[CH:11]=[C:10]2[C:5]([C:6]([NH:12][CH2:13][CH:14]=[O:15])=[CH:7][CH:8]=[N:9]2)=[CH:4][CH:3]=1. (6) Given the reactants [CH:1]([C:3]1[CH:4]=[CH:5][C:6]2[N:7]([CH:9]=[C:10]([C:12]([NH:14][C:15]3[CH:20]=[CH:19][CH:18]=[CH:17][CH:16]=3)=[O:13])[N:11]=2)[CH:8]=1)=[O:2].C1(C)C=CC(S(O)(=O)=[O:28])=CC=1.[C:32]1([CH3:38])C=CC=CC=1, predict the reaction product. The product is: [O:2]1[CH2:38][CH2:32][O:28][CH:1]1[C:3]1[CH:4]=[CH:5][C:6]2[N:7]([CH:9]=[C:10]([C:12]([NH:14][C:15]3[CH:20]=[CH:19][CH:18]=[CH:17][CH:16]=3)=[O:13])[N:11]=2)[CH:8]=1. (7) Given the reactants Cl[C:2]1[NH:3][C:4]2[CH:10]=[CH:9][CH:8]=[CH:7][C:5]=2[N:6]=1.[Cl:11][C:12]1[CH:19]=[CH:18][C:15]([CH2:16]Br)=[CH:14][C:13]=1[C:20]([F:23])([F:22])[F:21].[F:24][C:25]1[CH:26]=[C:27]([CH:30]=[CH:31][C:32]=1[F:33])[CH2:28][NH2:29], predict the reaction product. The product is: [Cl:11][C:12]1[CH:19]=[CH:18][C:15]([CH2:16][N:6]2[C:5]3[CH:7]=[CH:8][CH:9]=[CH:10][C:4]=3[N:3]=[C:2]2[NH:29][CH2:28][C:27]2[CH:30]=[CH:31][C:32]([F:33])=[C:25]([F:24])[CH:26]=2)=[CH:14][C:13]=1[C:20]([F:23])([F:22])[F:21]. (8) Given the reactants I[C:2]1[CH:8]=[CH:7][C:6]([CH3:9])=[CH:5][C:3]=1[NH2:4].Cl.[N:11]12[CH2:18][CH2:17][CH:14]([CH2:15][CH2:16]1)[C:13](=O)[CH2:12]2.N12CCN(CC1)CC2.S([O-])([O-])(=O)=O.[Mg+2], predict the reaction product. The product is: [CH3:9][C:6]1[CH:7]=[CH:8][C:2]2[C:12]3[N:11]4[CH2:18][CH2:17][CH:14]([CH2:15][CH2:16]4)[C:13]=3[NH:4][C:3]=2[CH:5]=1. (9) Given the reactants Br[C:2]1[CH:7]=[CH:6][C:5]([O:8][CH3:9])=[CH:4][CH:3]=1.C([Li])CCC.[C:15]([C:17]1[CH:22]=[CH:21][CH:20]=[CH:19][C:18]=1[C:23]#[N:24])#[N:16].[Br:25][C:26]1[CH:31]=[CH:30][CH:29]=[C:28](Br)[CH:27]=1.[Cl-].[NH4+], predict the reaction product. The product is: [Br:25][C:26]1[CH:27]=[C:28]([C:15]2([C:2]3[CH:7]=[CH:6][C:5]([O:8][CH3:9])=[CH:4][CH:3]=3)[C:17]3[C:18](=[CH:19][CH:20]=[CH:21][CH:22]=3)[C:23]([NH2:24])=[N:16]2)[CH:29]=[CH:30][CH:31]=1.